The task is: Predict which catalyst facilitates the given reaction.. This data is from Catalyst prediction with 721,799 reactions and 888 catalyst types from USPTO. (1) Reactant: CC1(C)[O:7][C@H:6]2[C@H:8]([OH:13])[C@H:9]([OH:12])[CH2:10][O:11][C@@H:5]2[CH2:4][O:3]1.Cl. Product: [OH:3][CH2:4][C@@H:5]1[C@@H:6]([OH:7])[C@H:8]([OH:13])[C@H:9]([OH:12])[CH2:10][O:11]1. The catalyst class is: 5. (2) Reactant: Cl[C:2]1[C:7]([N+:8]([O-:10])=[O:9])=[CH:6][CH:5]=[C:4]([Cl:11])[N:3]=1.C(N(CC)C(C)C)(C)C.[C:21]([NH:24][CH2:25][CH2:26][NH2:27])(=[O:23])[CH3:22]. Product: [Cl:11][C:4]1[N:3]=[C:2]([NH:27][CH2:26][CH2:25][NH:24][C:21](=[O:23])[CH3:22])[C:7]([N+:8]([O-:10])=[O:9])=[CH:6][CH:5]=1. The catalyst class is: 1. (3) Reactant: Br[C:2]1[CH:3]=[C:4]([C:9]2[N:13]([C:14]3[CH:19]=[CH:18][C:17]([F:20])=[C:16]([Cl:21])[CH:15]=3)[N:12]=[C:11]([C:22]([O:24]CC)=[O:23])[CH:10]=2)[CH:5]=[C:6]([F:8])[CH:7]=1.[OH-:27].[K+].C(P(C(C)(C)C)C1C=CC=CC=1C1C(C(C)C)=CC(C(C)C)=CC=1C(C)C)(C)(C)C.Cl. Product: [Cl:21][C:16]1[CH:15]=[C:14]([N:13]2[C:9]([C:4]3[CH:3]=[C:2]([OH:27])[CH:7]=[C:6]([F:8])[CH:5]=3)=[CH:10][C:11]([C:22]([OH:24])=[O:23])=[N:12]2)[CH:19]=[CH:18][C:17]=1[F:20]. The catalyst class is: 333. (4) Reactant: [Br:1][C:2]1[CH:3]=[N:4][CH:5]=[C:6]2[C:11]=1[N:10]=[C:9]([C:12]([OH:14])=O)[CH:8]=[CH:7]2.Cl.[F:16][C:17]1([CH3:21])[CH2:20][NH:19][CH2:18]1.CN(C(ON1N=NC2C=CC=NC1=2)=[N+](C)C)C.F[P-](F)(F)(F)(F)F.CCN(C(C)C)C(C)C. Product: [Br:1][C:2]1[CH:3]=[N:4][CH:5]=[C:6]2[C:11]=1[N:10]=[C:9]([C:12]([N:19]1[CH2:20][C:17]([F:16])([CH3:21])[CH2:18]1)=[O:14])[CH:8]=[CH:7]2. The catalyst class is: 3.